Dataset: Peptide-MHC class I binding affinity with 185,985 pairs from IEDB/IMGT. Task: Regression. Given a peptide amino acid sequence and an MHC pseudo amino acid sequence, predict their binding affinity value. This is MHC class I binding data. (1) The MHC is HLA-B45:01 with pseudo-sequence HLA-B45:01. The binding affinity (normalized) is 0.0137. The peptide sequence is KDLQRLRSL. (2) The peptide sequence is KPKHLYVSM. The MHC is HLA-A68:02 with pseudo-sequence HLA-A68:02. The binding affinity (normalized) is 0.0847. (3) The peptide sequence is MTATPPGTA. The MHC is HLA-A68:02 with pseudo-sequence HLA-A68:02. The binding affinity (normalized) is 0.671.